From a dataset of Experimentally validated miRNA-target interactions with 360,000+ pairs, plus equal number of negative samples. Binary Classification. Given a miRNA mature sequence and a target amino acid sequence, predict their likelihood of interaction. (1) The miRNA is mmu-miR-223-3p with sequence UGUCAGUUUGUCAAAUACCCCA. The protein sequence of the target gene is MAGSRGLPLLLLVLQLFLGPVLPVRAPVFGRSDTPTLSPEENEFVEEENQPVLVLSSEEPEPGPATVDCPRDCACSQEGVVDCGGIDLREFPGDLPEHTNHLSLQNNQLEKIYPEELSRLQRLETLNLQNNRLTSRGLPEEAFEHLTSLNYLYLANNKLTLAPRFLPNALISVDFAANYLTKIYGLTFGQKPNLRSVYLHNNKLADAGLPDHMFNGSSNVEILILSSNFLRHVPKHLPPALYKLHLKNNKLEKIPPGAFSELSNLRELYLQNNYLTDEGLDNETFWKLSSLEYLDLSSNN.... Result: 1 (interaction). (2) The miRNA is hsa-miR-7848-3p with sequence CUACCCUCGGUCUGCUUACCACA. The protein sequence of the target gene is MAVRELCFPRQRQVLFLFLFWGVSLAGSGFGRYSVTEETEKGSFVVNLAKDLGLAEGELAARGTRVVSDDNKQYLLLDSHTGNLLTNEKLDREKLCGPKEPCMLYFQILMDDPFQIYRAELRVRDINDHAPVFQDKETVLKISENTAEGTAFRLERAQDPDGGLNGIQNYTISPNSFFHINISGGDEGMIYPELVLDKALDREEQGELSLTLTALDGGSPSRSGTSTVRIVVLDVNDNAPQFAQALYETQAPENSPIGFLIVKVWAEDVDSGVNAEVSYSFFDASENIRTTFQINPFSGE.... Result: 0 (no interaction). (3) The miRNA is hsa-miR-6715a-3p with sequence CCAAACCAGUCGUGCCUGUGG. The protein sequence of the target gene is MSAGGASVPPPPNPAVSFPPPRVTLPAGPDILRTYSGAFVCLEILFGGLVWILVASSNVPLPLLQGWVMFVSVTAFFFSLLFLGMFLSGMVAQIDANWNFLDFAYHFTVFVFYFGAFLLEAAATSLHDLHCNTTITGQPLLSDNQYNINVAASIFAFMTTACYGCSLGLALRRWRP. Result: 1 (interaction). (4) The miRNA is hsa-miR-4698 with sequence UCAAAAUGUAGAGGAAGACCCCA. The protein sequence of the target gene is MSVVPPNRSQTGWPRGVTQFGNKYIQQTKPLTLERTINLYPLTNYTFGTKEPLYEKDSSVAARFQRMREEFDKIGMRRTVEGVLIVHEHRLPHVLLLQLGTTFFKLPGGELNPGEDEVEGLKRLMTEILGRQDGVLQDWVIDDCIGNWWRPNFEPPQYPYIPAHITKPKEHKKLFLVQLQEKALFAVPKNYKLVAAPLFELYDNAPGYGPIISSLPQLLSRFNFIYN. Result: 1 (interaction). (5) The miRNA is hsa-miR-4633-5p with sequence AUAUGCCUGGCUAGCUCCUC. The protein sequence of the target gene is MPPKFDPNEVKVVYLRCTGGEVGATSALAPKIGPLGLSPKKVGDDIAKATGDWKGLRITVKLTIQNRQAQIEVVPSASALIIKALKEPPRDRKKQKNIKHSGNITFDEIVNIARQMRHRSLARELSGTIKEILGTAQSVGCNVDGRHPHDIIDDINSGAVECPAS. Result: 0 (no interaction). (6) The miRNA is hsa-miR-2052 with sequence UGUUUUGAUAACAGUAAUGU. The protein sequence of the target gene is MNKNTSTVVSPSLLEKDPAFQMITIAKETGLGLKVLGGINRNEGPLVYIQEIIPGGDCYKDGRLKPGDQLVSVNKESMIGVSFEEAKSIITGAKLRLESAWEIAFIRQKSDNIQPENLSCTSLIEASGEYGPQASTLSLFSSPPEILIPKTSSTPKTNNDILSSCEIKTGYNKTVQIPITSENSTVGLSNTDVASAWTENYGLQEKISLNPSVRFKAEKLEMALNYLGIQPTKEQHQALRQQVQADSKGTVSFGDFVQVARNLFCLQLDEVNVGAHEISNILDSQLLPCDSSEADEMERL.... Result: 1 (interaction). (7) The miRNA is hsa-miR-4731-5p with sequence UGCUGGGGGCCACAUGAGUGUG. The protein sequence of the target gene is MLRSCAARLRTLGALCLPPVGRRLPGSEPRPELRSFSSEEVILKDCSVPNPSWNKDLRLLFDQFMKKCEDGSWKRLPSYKRTPTEWIQDFKTHFLDPKLMKEEQMSQAQLFTRSFDDGLGFEYVMFYNDIEKRMVCLFQGGPYLEGPPGFIHGGAIATMIDATVGMCAMMAGGIVMTANLNINYKRPIPLCSVVMINSQLDKVEGRKFFVSCNVQSVDEKTLYSEATSLFIKLNPAKSLT. Result: 1 (interaction).